From a dataset of Forward reaction prediction with 1.9M reactions from USPTO patents (1976-2016). Predict the product of the given reaction. (1) Given the reactants C([CH:3]([CH:10]=O)[CH2:4][C:5]([O:7][CH2:8][CH3:9])=[O:6])=O.C(N(CC)CC)C.Cl.[C:20]([NH:24][NH2:25])([CH3:23])([CH3:22])[CH3:21], predict the reaction product. The product is: [C:20]([N:24]1[CH:10]=[CH:3][C:4]([C:5]([O:7][CH2:8][CH3:9])=[O:6])=[N:25]1)([CH3:23])([CH3:22])[CH3:21]. (2) Given the reactants C([O:8][C@@H:9]1[C@@H:17]([C@@H:18]([OH:23])[C:19]([F:22])([F:21])[F:20])[O:16][C@H:15]2[C@H:11]([N:12]=[C:13]([N:24](C)[C:25](=O)OC(C)(C)C)[S:14]2)[CH2:10]1)C1C=CC=CC=1.B(Cl)(Cl)Cl, predict the reaction product. The product is: [CH3:25][NH:24][C:13]1[S:14][C@H:15]2[O:16][C@H:17]([C@@H:18]([OH:23])[C:19]([F:22])([F:20])[F:21])[C@@H:9]([OH:8])[CH2:10][C@H:11]2[N:12]=1. (3) Given the reactants [Cl:1][C:2]1[C:10]([Cl:11])=[CH:9][CH:8]=[CH:7][C:3]=1[C:4]([OH:6])=O.[CH:12]1([CH:15]([C:18]2[CH:19]=[N:20][C:21]([C:24]([F:27])([F:26])[F:25])=[CH:22][CH:23]=2)[CH2:16][NH2:17])[CH2:14][CH2:13]1, predict the reaction product. The product is: [Cl:1][C:2]1[C:10]([Cl:11])=[CH:9][CH:8]=[CH:7][C:3]=1[C:4]([NH:17][CH2:16][CH:15]([CH:12]1[CH2:14][CH2:13]1)[C:18]1[CH:19]=[N:20][C:21]([C:24]([F:27])([F:25])[F:26])=[CH:22][CH:23]=1)=[O:6]. (4) Given the reactants Cl[C:2]1[N:7]=[CH:6][C:5]([C:8]2([C:11]([O:13][CH2:14][CH3:15])=[O:12])[CH2:10][CH2:9]2)=[CH:4][CH:3]=1.[N:16]1([C:22]([O:24][C:25]([CH3:28])([CH3:27])[CH3:26])=[O:23])[CH2:21][CH2:20][NH:19][CH2:18][CH2:17]1, predict the reaction product. The product is: [CH2:14]([O:13][C:11]([C:8]1([C:5]2[CH:4]=[CH:3][C:2]([N:19]3[CH2:18][CH2:17][N:16]([C:22]([O:24][C:25]([CH3:28])([CH3:27])[CH3:26])=[O:23])[CH2:21][CH2:20]3)=[N:7][CH:6]=2)[CH2:10][CH2:9]1)=[O:12])[CH3:15]. (5) The product is: [Cl:54][C:55]1[CH:56]=[C:57]([NH:61][C:62](=[O:63])[NH:32][C:33]2[CH:34]=[CH:35][C:36]([C:39]3[O:43][C:42]([CH:44]4[CH2:45][CH2:46][CH:47]([C:50]([O:52][CH3:53])=[O:51])[CH2:48][CH2:49]4)=[N:41][CH:40]=3)=[CH:37][CH:38]=2)[CH:58]=[CH:59][CH:60]=1. Given the reactants FC(F)(F)C1C=C(NC(=O)NC2C=CC(C3SC(CCC(OC)=O)=NC=3)=CC=2)C=CC=1.[NH2:32][C:33]1[CH:38]=[CH:37][C:36]([C:39]2[O:43][C:42]([CH:44]3[CH2:49][CH2:48][CH:47]([C:50]([O:52][CH3:53])=[O:51])[CH2:46][CH2:45]3)=[N:41][CH:40]=2)=[CH:35][CH:34]=1.[Cl:54][C:55]1[CH:60]=[CH:59][CH:58]=[C:57]([N:61]=[C:62]=[O:63])[CH:56]=1, predict the reaction product.